This data is from Reaction yield outcomes from USPTO patents with 853,638 reactions. The task is: Predict the reaction yield, written as a fraction of the theoretical maximum amount of product (1.0 means a 100% yield; for example, 0.34 means a 34% yield). (1) The reactants are [Cl-].O[NH3+:3].[C:4](=[O:7])([O-])[OH:5].[Na+].CS(C)=O.[OH:13][C:14]([CH3:50])([CH3:49])[CH2:15][O:16][C@H:17]1[CH2:20][C@H:19]([N:21]2[C:26](=[O:27])[C:25]([CH2:28][C:29]3[CH:34]=[CH:33][C:32]([C:35]4[C:36]([C:41]#[N:42])=[CH:37][CH:38]=[CH:39][CH:40]=4)=[CH:31][CH:30]=3)=[C:24]([CH2:43][CH2:44][CH3:45])[N:23]3[N:46]=[CH:47][N:48]=[C:22]23)[CH2:18]1. The catalyst is C(OCC)(=O)C. The product is [OH:13][C:14]([CH3:49])([CH3:50])[CH2:15][O:16][C@H:17]1[CH2:18][C@H:19]([N:21]2[C:26](=[O:27])[C:25]([CH2:28][C:29]3[CH:34]=[CH:33][C:32]([C:35]4[CH:40]=[CH:39][CH:38]=[CH:37][C:36]=4[C:41]4[NH:3][C:4](=[O:7])[O:5][N:42]=4)=[CH:31][CH:30]=3)=[C:24]([CH2:43][CH2:44][CH3:45])[N:23]3[N:46]=[CH:47][N:48]=[C:22]23)[CH2:20]1. The yield is 0.480. (2) The reactants are F[C:2]1[N:7]=[C:6]([C:8]2[NH:17][C:16](=[O:18])[C:15]3[C:10](=[CH:11][C:12]([O:21][CH3:22])=[CH:13][C:14]=3[O:19][CH3:20])[N:9]=2)[CH:5]=[CH:4][CH:3]=1.Cl.[CH3:24][S:25]([CH2:28][CH2:29][N:30]1[CH2:35][CH2:34][NH:33][CH2:32][CH2:31]1)(=[O:27])=[O:26].CN(C)C(N(C)C)=N. The catalyst is CS(C)=O.C(OCC)(=O)C. The product is [CH3:20][O:19][C:14]1[CH:13]=[C:12]([O:21][CH3:22])[CH:11]=[C:10]2[C:15]=1[C:16](=[O:18])[NH:17][C:8]([C:6]1[CH:5]=[CH:4][CH:3]=[C:2]([N:33]3[CH2:32][CH2:31][N:30]([CH2:29][CH2:28][S:25]([CH3:24])(=[O:26])=[O:27])[CH2:35][CH2:34]3)[N:7]=1)=[N:9]2. The yield is 0.380. (3) The reactants are [Cl:1][C:2]1[CH:10]=[CH:9][C:5]([C:6](O)=[O:7])=[C:4]([OH:11])[CH:3]=1. The catalyst is C1COCC1. The product is [Cl:1][C:2]1[CH:10]=[CH:9][C:5]([CH2:6][OH:7])=[C:4]([OH:11])[CH:3]=1. The yield is 0.630. (4) The reactants are [CH2:1]([O:3][C:4]([C:6]1[C:7]([C:20]([F:23])([F:22])[F:21])=[N:8][N:9]([CH2:11][C:12]2[CH:17]=[CH:16][C:15]([CH2:18]Cl)=[CH:14][CH:13]=2)[CH:10]=1)=[O:5])[CH3:2].[OH:24][C:25]1[CH:30]=[CH:29][CH:28]=[CH:27][N:26]=1.C(=O)([O-])[O-].[K+].[K+]. The catalyst is CC(C)=O. The product is [CH2:1]([O:3][C:4]([C:6]1[C:7]([C:20]([F:23])([F:22])[F:21])=[N:8][N:9]([CH2:11][C:12]2[CH:17]=[CH:16][C:15]([CH2:18][N:26]3[CH:27]=[CH:28][CH:29]=[CH:30][C:25]3=[O:24])=[CH:14][CH:13]=2)[CH:10]=1)=[O:5])[CH3:2]. The yield is 0.960. (5) The reactants are [NH2:1][CH:2]([CH3:7])[CH2:3][C:4]([OH:6])=[O:5].[OH-].[K+].Cl[C:11]([O:13][CH2:14][C:15]1[CH:20]=[CH:19][CH:18]=[CH:17][CH:16]=1)=[O:12]. The catalyst is O. The product is [CH2:14]([O:13][C:11]([NH:1][CH:2]([CH3:7])[CH2:3][C:4]([OH:6])=[O:5])=[O:12])[C:15]1[CH:20]=[CH:19][CH:18]=[CH:17][CH:16]=1. The yield is 0.440. (6) The reactants are [N:1]([C:4]1[C:13]([S:14][CH2:15][C:16]2[CH:21]=[CH:20][CH:19]=[CH:18][CH:17]=2)=[CH:12][C:7]([C:8]([O:10][CH3:11])=[O:9])=[C:6]([NH:22][C:23]2[CH:28]=[CH:27][CH:26]=[CH:25][C:24]=2[Cl:29])[C:5]=1[F:30])=[N+]=[N-].[H][H]. The catalyst is CO.[Pd]. The product is [NH2:1][C:4]1[C:13]([S:14][CH2:15][C:16]2[CH:21]=[CH:20][CH:19]=[CH:18][CH:17]=2)=[CH:12][C:7]([C:8]([O:10][CH3:11])=[O:9])=[C:6]([NH:22][C:23]2[CH:28]=[CH:27][CH:26]=[CH:25][C:24]=2[Cl:29])[C:5]=1[F:30]. The yield is 1.00. (7) The reactants are [O:1]1[CH:6]2[CH2:7][NH:8][CH2:9][CH:5]2[O:4][CH2:3][CH2:2]1.[C:10]([C:12]1[CH:13]=[C:14]([NH:18][C:19]2[C:28]3[C:23](=[CH:24][C:25]([O:34][CH3:35])=[C:26]([O:29][CH2:30][CH2:31][CH2:32]Cl)[CH:27]=3)[N:22]=[CH:21][N:20]=2)[CH:15]=[CH:16][CH:17]=1)#[CH:11].C([O-])([O-])=O.[K+].[K+]. The catalyst is [I-].C([N+](CCCC)(CCCC)CCCC)CCC.CN(C=O)C. The product is [C:10]([C:12]1[CH:13]=[C:14]([NH:18][C:19]2[C:28]3[C:23](=[CH:24][C:25]([O:34][CH3:35])=[C:26]([O:29][CH2:30][CH2:31][CH2:32][N:8]4[CH2:7][CH:6]5[O:1][CH2:2][CH2:3][O:4][CH:5]5[CH2:9]4)[CH:27]=3)[N:22]=[CH:21][N:20]=2)[CH:15]=[CH:16][CH:17]=1)#[CH:11]. The yield is 0.500.